Dataset: Forward reaction prediction with 1.9M reactions from USPTO patents (1976-2016). Task: Predict the product of the given reaction. (1) Given the reactants [CH3:1][N:2]([C@@H:10]1[CH2:15][CH2:14][CH2:13][NH:12][CH2:11]1)[C:3](=[O:9])[O:4][C:5]([CH3:8])([CH3:7])[CH3:6].[Br:16][C:17]1[C:18](F)=[C:19]2[C:25]([NH:26][C:27](=[O:31])[CH:28]([CH3:30])[CH3:29])=[CH:24][NH:23][C:20]2=[N:21][CH:22]=1.CC#N.O, predict the reaction product. The product is: [Br:16][C:17]1[C:18]([N:12]2[CH2:13][CH2:14][CH2:15][C@@H:10]([N:2]([CH3:1])[C:3](=[O:9])[O:4][C:5]([CH3:8])([CH3:6])[CH3:7])[CH2:11]2)=[C:19]2[C:25]([NH:26][C:27](=[O:31])[CH:28]([CH3:29])[CH3:30])=[CH:24][NH:23][C:20]2=[N:21][CH:22]=1. (2) Given the reactants C(=O)([O-])[O-].[Cs+].[Cs+].Cl[CH2:8][C:9]1[S:37][C:12]2[N:13]([CH2:29][CH:30]3[CH2:34][O:33][C:32]([CH3:36])([CH3:35])[O:31]3)[CH:14]=[C:15]([C:18]([NH:20][CH2:21][C:22]3[CH:27]=[CH:26][C:25]([Cl:28])=[CH:24][CH:23]=3)=[O:19])[C:16](=[O:17])[C:11]=2[CH:10]=1.[CH3:38][NH:39][CH2:40][C@H:41]([C:43]1[CH:48]=[CH:47][CH:46]=[CH:45][CH:44]=1)[OH:42], predict the reaction product. The product is: [Cl:28][C:25]1[CH:26]=[CH:27][C:22]([CH2:21][NH:20][C:18]([C:15]2[C:16](=[O:17])[C:11]3[CH:10]=[C:9]([CH2:8][N:39]([CH2:40][C@@H:41]([OH:42])[C:43]4[CH:48]=[CH:47][CH:46]=[CH:45][CH:44]=4)[CH3:38])[S:37][C:12]=3[N:13]([CH2:29][CH:30]3[CH2:34][O:33][C:32]([CH3:36])([CH3:35])[O:31]3)[CH:14]=2)=[O:19])=[CH:23][CH:24]=1. (3) Given the reactants O[C:2]1[CH:3]=[C:4]([CH:19]=[CH:20][CH:21]=1)[CH:5]=[C:6]1[CH2:11][CH2:10][N:9](C(OC(C)(C)C)=O)[CH2:8][CH2:7]1.[C:22]1(B(O)O)[CH:27]=[CH:26][CH:25]=[CH:24][CH:23]=1.C(N(CC)CC)C.FC(F)(F)C(O)=[O:41], predict the reaction product. The product is: [NH:9]1[CH2:8][CH2:7][C:6](=[C:5]2[CH:2]=[CH:21][CH:20]=[C:19]([O:41][C:22]3[CH:27]=[CH:26][CH:25]=[CH:24][CH:23]=3)[CH:4]2[CH3:3])[CH2:11][CH2:10]1. (4) The product is: [Si:6]([O:13][CH2:14][C@@H:15]([N:17]1[C:21]2[N:22]=[CH:23][N:24]=[CH:25][C:20]=2[C:19]([C:46]([C:45]2[CH:44]=[N:43][CH:42]=[C:41]([N:40]=[C:33]([C:34]3[CH:39]=[CH:38][CH:37]=[CH:36][CH:35]=3)[C:27]3[CH:32]=[CH:31][CH:30]=[CH:29][CH:28]=3)[CH:52]=2)=[O:47])=[CH:18]1)[CH3:16])([C:9]([CH3:12])([CH3:11])[CH3:10])([CH3:8])[CH3:7]. Given the reactants C([Mg]Cl)(C)C.[Si:6]([O:13][CH2:14][C@@H:15]([N:17]1[C:21]2[N:22]=[CH:23][N:24]=[CH:25][C:20]=2[C:19](I)=[CH:18]1)[CH3:16])([C:9]([CH3:12])([CH3:11])[CH3:10])([CH3:8])[CH3:7].[C:27]1([C:33](=[N:40][C:41]2[CH:42]=[N:43][CH:44]=[C:45]([CH:52]=2)[C:46](N(OC)C)=[O:47])[C:34]2[CH:39]=[CH:38][CH:37]=[CH:36][CH:35]=2)[CH:32]=[CH:31][CH:30]=[CH:29][CH:28]=1, predict the reaction product. (5) Given the reactants [F:1][C:2]1[N:7]=[C:6]([C:8]2[N:9]([CH2:13][C:14]3[N:15]=[CH:16][C:17](N)=[N:18][C:19]=3[CH2:20][CH2:21][CH3:22])[CH:10]=[CH:11][N:12]=2)[CH:5]=[CH:4][CH:3]=1.[Cl:24]CC=O.C(OCC)(=O)C, predict the reaction product. The product is: [Cl:24][C:17]1[N:18]=[C:19]([CH2:20][CH2:21][CH3:22])[C:14]([CH2:13][N:9]2[CH:10]=[CH:11][N:12]=[C:8]2[C:6]2[CH:5]=[CH:4][CH:3]=[C:2]([F:1])[N:7]=2)=[N:15][CH:16]=1.